Dataset: Catalyst prediction with 721,799 reactions and 888 catalyst types from USPTO. Task: Predict which catalyst facilitates the given reaction. (1) Reactant: [CH3:1][NH2:2].[CH3:3][N:4]([CH3:18])[C:5]1([C:12]2[CH:17]=[CH:16][CH:15]=[CH:14][CH:13]=2)[CH2:10][CH2:9][C:8](=O)[CH2:7][CH2:6]1.Cl.[C-:20]#[N:21].[K+]. Product: [CH3:3][N:4]([CH3:18])[C:5]1([C:12]2[CH:17]=[CH:16][CH:15]=[CH:14][CH:13]=2)[CH2:10][CH2:9][C:8]([NH:21][CH3:20])([C:1]#[N:2])[CH2:7][CH2:6]1. The catalyst class is: 24. (2) Reactant: [CH3:1][N:2]1[CH:6]=[CH:5][N:4]=[C:3]1[CH2:7][O:8][C:9]1[CH:10]=[C:11]([O:21][C:22]2[CH:27]=[CH:26][C:25]([S:28]([CH3:31])(=[O:30])=[O:29])=[CH:24][CH:23]=2)[CH:12]=[C:13]2[C:17]=1[NH:16][C:15]([C:18](O)=[O:19])=[CH:14]2.Cl.C[N:34](C)CCCN=C=NCC.[NH4+].ON1C2C=CC=CC=2N=N1.CN(C)C=O. Product: [CH3:1][N:2]1[CH:6]=[CH:5][N:4]=[C:3]1[CH2:7][O:8][C:9]1[CH:10]=[C:11]([O:21][C:22]2[CH:27]=[CH:26][C:25]([S:28]([CH3:31])(=[O:29])=[O:30])=[CH:24][CH:23]=2)[CH:12]=[C:13]2[C:17]=1[NH:16][C:15]([C:18]([NH2:34])=[O:19])=[CH:14]2. The catalyst class is: 6.